This data is from Forward reaction prediction with 1.9M reactions from USPTO patents (1976-2016). The task is: Predict the product of the given reaction. (1) Given the reactants [Cl:1][C:2]1[CH:3]=[C:4]([CH:8]=[C:9]([Cl:11])[CH:10]=1)[C:5](Cl)=[O:6].[CH3:12][NH:13][C:14]1[CH:15]=[N:16][CH:17]=[CH:18][C:19]=1[C:20]1[CH:25]=[CH:24][CH:23]=[CH:22][C:21]=1[CH3:26].CCN(C(C)C)C(C)C, predict the reaction product. The product is: [Cl:1][C:2]1[CH:3]=[C:4]([CH:8]=[C:9]([Cl:11])[CH:10]=1)[C:5]([N:13]([CH3:12])[C:14]1[CH:15]=[N:16][CH:17]=[CH:18][C:19]=1[C:20]1[CH:25]=[CH:24][CH:23]=[CH:22][C:21]=1[CH3:26])=[O:6]. (2) Given the reactants [F:1][C:2]1[CH:7]=[CH:6][CH:5]=[C:4]([F:8])[C:3]=1[NH:9][C:10]([C:12]1[CH:16]=[CH:15][N:14]([CH2:17][C:18]2[CH:23]=[C:22]([C:24]([F:27])([F:26])[F:25])[CH:21]=[CH:20][C:19]=2[OH:28])[N:13]=1)=[O:11].C(=O)([O-])[O-].[K+].[K+].Br[CH2:36][CH:37]1[CH2:40][CH2:39][CH2:38]1, predict the reaction product. The product is: [CH:37]1([CH2:36][O:28][C:19]2[CH:20]=[CH:21][C:22]([C:24]([F:27])([F:25])[F:26])=[CH:23][C:18]=2[CH2:17][N:14]2[CH:15]=[CH:16][C:12]([C:10]([NH:9][C:3]3[C:4]([F:8])=[CH:5][CH:6]=[CH:7][C:2]=3[F:1])=[O:11])=[N:13]2)[CH2:40][CH2:39][CH2:38]1.